Dataset: CYP3A4 inhibition data for predicting drug metabolism from PubChem BioAssay. Task: Regression/Classification. Given a drug SMILES string, predict its absorption, distribution, metabolism, or excretion properties. Task type varies by dataset: regression for continuous measurements (e.g., permeability, clearance, half-life) or binary classification for categorical outcomes (e.g., BBB penetration, CYP inhibition). Dataset: cyp3a4_veith. (1) The compound is Cc1ccccc1NC(=O)C(C)c1cccc(C(=O)c2ccccc2)c1. The result is 1 (inhibitor). (2) The molecule is COc1ccc(-n2c(=O)c(CCc3ccccc3)nc3cncnc32)cc1. The result is 1 (inhibitor). (3) The molecule is C#CCCCO/N=C1/C[C@@H](O)[C@@H](O)[C@@H]2[C@@H]3C(=O)N(Cc4ccccc4)C(=O)[C@H]3CC[C@@H]12. The result is 0 (non-inhibitor). (4) The molecule is N[C@@H](CSc1nc2ccccn2c1[N+](=O)[O-])C(=O)O. The result is 0 (non-inhibitor). (5) The compound is c1ccc(Nc2nc(-c3ccc4c(c3)OCO4)nc3ccccc23)cc1. The result is 1 (inhibitor). (6) The compound is CSc1nsc(/C=C/Nc2ccc(Cl)cc2)c1C#N. The result is 1 (inhibitor). (7) The drug is Cc1ccc(Oc2cc(N3CCOCC3)nc(-c3ccccc3)n2)cc1. The result is 1 (inhibitor). (8) The molecule is OCCCSCCO. The result is 0 (non-inhibitor).